From a dataset of Catalyst prediction with 721,799 reactions and 888 catalyst types from USPTO. Predict which catalyst facilitates the given reaction. (1) Reactant: [Cl:1][C:2]1[CH:7]=[CH:6][C:5]([C:8]2([C:12]([OH:14])=O)[CH2:11][CH2:10][CH2:9]2)=[CH:4][CH:3]=1.[NH2:15][CH2:16][CH2:17][CH2:18][N:19]1[CH2:24][CH2:23][CH:22]([C:25]2[CH:26]=[C:27]([NH:31][C:32](=[O:36])[CH:33]([CH3:35])[CH3:34])[CH:28]=[CH:29][CH:30]=2)[CH2:21][CH2:20]1. Product: [Cl:1][C:2]1[CH:3]=[CH:4][C:5]([C:8]2([C:12]([NH:15][CH2:16][CH2:17][CH2:18][N:19]3[CH2:24][CH2:23][CH:22]([C:25]4[CH:30]=[CH:29][CH:28]=[C:27]([NH:31][C:32](=[O:36])[CH:33]([CH3:34])[CH3:35])[CH:26]=4)[CH2:21][CH2:20]3)=[O:14])[CH2:9][CH2:10][CH2:11]2)=[CH:6][CH:7]=1. The catalyst class is: 22. (2) Product: [CH2:1]([N:8]1[CH2:14][CH:27]([C:28]([O:30][CH2:31][CH3:32])=[O:29])[C:17]2([C:26]3[C:21](=[CH:22][CH:23]=[CH:24][CH:25]=3)[CH2:20][CH2:19][CH2:18]2)[CH2:9]1)[C:2]1[CH:7]=[CH:6][CH:5]=[CH:4][CH:3]=1. Reactant: [CH2:1]([N:8]([CH2:14]OC)[CH2:9][Si](C)(C)C)[C:2]1[CH:7]=[CH:6][CH:5]=[CH:4][CH:3]=1.[C:17]1(=[CH:27]/[C:28]([O:30][CH2:31][CH3:32])=[O:29])/[CH2:18][CH2:19][CH2:20][C:21]2[C:26]/1=[CH:25][CH:24]=[CH:23][CH:22]=2.C(O)(C(F)(F)F)=O. The catalyst class is: 2. (3) Reactant: [C:1]([C:5]1[CH:6]=[C:7]([CH:16]([OH:30])[C:17]#[C:18][C:19]2[CH:28]=[CH:27][C:22]([C:23]([O:25]C)=[O:24])=[C:21]([OH:29])[CH:20]=2)[CH:8]=[CH:9][C:10]=1[N:11]([CH2:14][CH3:15])[CH2:12][CH3:13])([CH3:4])([CH3:3])[CH3:2].[Cl-].[NH4+].Cl. Product: [C:1]([C:5]1[CH:6]=[C:7]([CH:16]([OH:30])[C:17]#[C:18][C:19]2[CH:28]=[CH:27][C:22]([C:23]([OH:25])=[O:24])=[C:21]([OH:29])[CH:20]=2)[CH:8]=[CH:9][C:10]=1[N:11]([CH2:14][CH3:15])[CH2:12][CH3:13])([CH3:3])([CH3:4])[CH3:2]. The catalyst class is: 36. (4) Reactant: O=C1C2C(=CC=CC=2)C(=O)[N:3]1[O:12][CH:13]1[CH2:18][CH2:17][N:16]([C:19]([O:21][CH:22]([CH3:24])[CH3:23])=[O:20])[CH2:15][CH2:14]1.O.NN. Product: [NH2:3][O:12][CH:13]1[CH2:14][CH2:15][N:16]([C:19]([O:21][CH:22]([CH3:24])[CH3:23])=[O:20])[CH2:17][CH2:18]1. The catalyst class is: 2. (5) Reactant: [F:1][C:2]1[CH:7]=[CH:6][C:5]([C:8]2[CH:12]=[C:11]([CH2:13]C)[N:10]([CH2:15][C:16]([O:18][CH2:19][CH3:20])=[O:17])[C:9]=2[C:21]2[CH:26]=[CH:25][CH:24]=[CH:23][CH:22]=2)=[CH:4][CH:3]=1.FC(S(O[Si](C)(C)C)(=O)=O)(F)F.C([SiH](CC)CC)C.[C:46]1([S:52]([C:55]2[CH:62]=[CH:61][CH:60]=[CH:59][C:56]=2[CH:57]=O)(=[O:54])=[O:53])[CH:51]=[CH:50][CH:49]=[CH:48][CH:47]=1. Product: [F:1][C:2]1[CH:7]=[CH:6][C:5]([C:8]2[C:12]([CH2:57][C:56]3[CH:59]=[CH:60][CH:61]=[CH:62][C:55]=3[S:52]([C:46]3[CH:51]=[CH:50][CH:49]=[CH:48][CH:47]=3)(=[O:54])=[O:53])=[C:11]([CH3:13])[N:10]([CH2:15][C:16]([O:18][CH2:19][CH3:20])=[O:17])[C:9]=2[C:21]2[CH:22]=[CH:23][CH:24]=[CH:25][CH:26]=2)=[CH:4][CH:3]=1. The catalyst class is: 2. (6) Reactant: [N:1]([CH2:4][C@:5]([C:8]1[CH:13]=[CH:12][CH:11]=[CH:10][C:9]=1Br)([OH:7])[CH3:6])=[N+:2]=[N-:3].[B:15](OC(C)C)(OC(C)C)[O:16]C(C)C.[Li]CCCC. Product: [N:1]([CH2:4][C@@:5]1([CH3:6])[O:7][B:15]([OH:16])[C:9]2[CH:10]=[CH:11][CH:12]=[CH:13][C:8]1=2)=[N+:2]=[N-:3]. The catalyst class is: 11.